Predict the reactants needed to synthesize the given product. From a dataset of Full USPTO retrosynthesis dataset with 1.9M reactions from patents (1976-2016). Given the product [O:1]=[C:2]1[C:11]2[C:6](=[CH:7][CH:8]=[CH:9][CH:10]=2)[C:5]([C:12]([OH:14])=[O:13])=[CH:4][NH:3]1, predict the reactants needed to synthesize it. The reactants are: [O:1]=[C:2]1[C:11]2[C:6](=[CH:7][CH:8]=[CH:9][CH:10]=2)[C:5]([C:12]([O:14]C)=[O:13])=[CH:4][NH:3]1.[H][H].O=C1C2C(=CC=CC=2)C(C(OC)=O)CN1.[OH-].[Na+].